From a dataset of Reaction yield outcomes from USPTO patents with 853,638 reactions. Predict the reaction yield, written as a fraction of the theoretical maximum amount of product (1.0 means a 100% yield; for example, 0.34 means a 34% yield). The reactants are [Br:1][C:2]1[CH:3]=[CH:4][C:5]([NH:8][C:9](=[O:15])[C:10]([CH3:14])([CH3:13])[CH2:11]Cl)=[N:6][CH:7]=1.[H-].[Na+]. The catalyst is CN(C=O)C. The product is [Br:1][C:2]1[CH:3]=[CH:4][C:5]([N:8]2[CH2:11][C:10]([CH3:14])([CH3:13])[C:9]2=[O:15])=[N:6][CH:7]=1. The yield is 0.720.